Dataset: Forward reaction prediction with 1.9M reactions from USPTO patents (1976-2016). Task: Predict the product of the given reaction. (1) Given the reactants [CH:1]([Mg]Cl)([CH3:3])[CH3:2].[I:6][C:7]1[CH:15]=[CH:14][C:10]([C:11](Cl)=[O:12])=[CH:9][CH:8]=1, predict the reaction product. The product is: [I:6][C:7]1[CH:15]=[CH:14][C:10]([C:11](=[O:12])[CH:1]([CH3:3])[CH3:2])=[CH:9][CH:8]=1. (2) Given the reactants [Li][CH2:2][CH2:3][CH2:4][CH3:5].[C:6]([N:13]1[CH2:18][CH2:17][C:16](=[O:19])[CH2:15][CH2:14]1)([O:8][C:9]([CH3:12])([CH3:11])[CH3:10])=[O:7].[Cl-].[NH4+].C[CH2:23][O:24][CH2:25][CH3:26], predict the reaction product. The product is: [C:9]([O:8][C:6]([N:13]1[CH2:18][CH2:17][C:16]([OH:19])([C:5]2[C:4]3[C:4](=[CH:3][CH:2]=[CH:2][CH:3]=3)[CH:5]=[CH:26][C:25]=2[O:24][CH3:23])[CH2:15][CH2:14]1)=[O:7])([CH3:12])([CH3:11])[CH3:10]. (3) Given the reactants [NH:1]1[CH2:7][CH2:6][CH2:5][CH2:4][CH2:3][CH2:2]1.[CH3:8][C:9]1([CH3:23])[C:13]([CH3:15])([CH3:14])[O:12][B:11]([C:16]2[CH:17]=[C:18]([CH:21]=O)[S:19][CH:20]=2)[O:10]1.C(O[BH-](OC(=O)C)OC(=O)C)(=O)C.[Na+].[N-]=C=O, predict the reaction product. The product is: [CH3:8][C:9]1([CH3:23])[C:13]([CH3:14])([CH3:15])[O:12][B:11]([C:16]2[CH:17]=[C:18]([CH2:21][N:1]3[CH2:7][CH2:6][CH2:5][CH2:4][CH2:3][CH2:2]3)[S:19][CH:20]=2)[O:10]1. (4) Given the reactants [C:1]([O:5][C:6]([N:8]1[CH2:13][CH2:12][CH:11]([NH:14][CH3:15])[CH2:10][CH2:9]1)=[O:7])([CH3:4])([CH3:3])[CH3:2].[O:16]1[CH2:21][CH2:20][CH2:19][C:18](=O)[CH2:17]1.CCN(C(C)C)C(C)C.C(O[BH-](OC(=O)C)OC(=O)C)(=O)C.[Na+], predict the reaction product. The product is: [C:1]([O:5][C:6]([N:8]1[CH2:9][CH2:10][CH:11]([N:14]([CH3:15])[CH:19]2[CH2:20][CH2:21][O:16][CH2:17][CH2:18]2)[CH2:12][CH2:13]1)=[O:7])([CH3:4])([CH3:3])[CH3:2]. (5) Given the reactants Br[C:2]1[CH:3]=[C:4]([CH3:28])[C:5]([N:8]2[C:14]3=[N:15][C:16]4[C:21]([Cl:22])=[CH:20][CH:19]=[C:18]([CH:23]([CH2:26][CH3:27])[CH2:24][CH3:25])[C:17]=4[N:13]3[CH2:12][CH2:11][CH2:10][CH2:9]2)=[N:6][CH:7]=1.[CH3:29][N:30]1CCCC1=O, predict the reaction product. The product is: [Cl:22][C:21]1[C:16]2[N:15]=[C:14]3[N:8]([C:5]4[N:6]=[CH:7][C:2]([C:29]#[N:30])=[CH:3][C:4]=4[CH3:28])[CH2:9][CH2:10][CH2:11][CH2:12][N:13]3[C:17]=2[C:18]([CH:23]([CH2:26][CH3:27])[CH2:24][CH3:25])=[CH:19][CH:20]=1. (6) Given the reactants N(C(OCC)=O)=NC(OCC)=O.[C:13]([O:17][C:18]([NH:20][C:21]1[C:22]([Cl:43])=[C:23]([CH:29]([OH:42])[CH2:30][N:31]([CH2:39][CH2:40]O)[C:32](=[O:38])[O:33][C:34]([CH3:37])([CH3:36])[CH3:35])[CH:24]=[C:25]([C:27]#[N:28])[CH:26]=1)=[O:19])([CH3:16])([CH3:15])[CH3:14].C1(P(C2C=CC=CC=2)C2C=CC=CC=2)C=CC=CC=1.O, predict the reaction product. The product is: [C:13]([O:17][C:18]([NH:20][C:21]1[C:22]([Cl:43])=[C:23]([CH:29]2[O:42][CH2:40][CH2:39][N:31]([C:32]([O:33][C:34]([CH3:37])([CH3:35])[CH3:36])=[O:38])[CH2:30]2)[CH:24]=[C:25]([C:27]#[N:28])[CH:26]=1)=[O:19])([CH3:15])([CH3:14])[CH3:16]. (7) The product is: [CH3:19][O:17][CH2:16][CH:13]1[CH2:12][CH2:11][N:10]([C:7]2[CH:8]=[CH:9][C:4]([N+:1]([O-:3])=[O:2])=[CH:5][CH:6]=2)[CH2:15][CH2:14]1. Given the reactants [N+:1]([C:4]1[CH:9]=[CH:8][C:7]([N:10]2[CH2:15][CH2:14][CH:13]([CH2:16][OH:17])[CH2:12][CH2:11]2)=[CH:6][CH:5]=1)([O-:3])=[O:2].I[CH3:19].[H-].[Na+], predict the reaction product. (8) Given the reactants [C:1]([C:4]1[N:9]=[C:8]([C:10]2[CH:15]=[CH:14][C:13]([CH3:16])=[CH:12][N:11]=2)[CH:7]=[C:6]([C:17]([O:19][CH3:20])=[O:18])[CH:5]=1)([CH3:3])=[CH2:2], predict the reaction product. The product is: [CH:1]([C:4]1[N:9]=[C:8]([C:10]2[CH:15]=[CH:14][C:13]([CH3:16])=[CH:12][N:11]=2)[CH:7]=[C:6]([C:17]([O:19][CH3:20])=[O:18])[CH:5]=1)([CH3:3])[CH3:2]. (9) Given the reactants [Br:1][C:2]1[CH:22]=[CH:21][C:5]2=[C:6]3[C:15](=[CH:16][CH:17]=[C:4]2[C:3]=1[OH:23])[N:14]=[C:13]1[C:8]([C:9]([C:18]([OH:20])=O)=[CH:10][CH:11]=[CH:12]1)=[N:7]3.[CH3:24][N:25]([CH3:29])[CH2:26][CH2:27][NH2:28], predict the reaction product. The product is: [CH3:24][N:25]([CH3:29])[CH2:26][CH2:27][NH:28][C:18]([C:9]1[C:8]2[C:13](=[N:14][C:15]3[C:6]([N:7]=2)=[C:5]2[CH:21]=[CH:22][C:2]([Br:1])=[C:3]([OH:23])[C:4]2=[CH:17][CH:16]=3)[CH:12]=[CH:11][CH:10]=1)=[O:20].